From a dataset of Forward reaction prediction with 1.9M reactions from USPTO patents (1976-2016). Predict the product of the given reaction. (1) Given the reactants [F:1][C:2]1[C:3]([O:20][CH3:21])=[C:4]([O:18][CH3:19])[CH:5]=[C:6]2[C:11]=1[NH:10][CH:9]=[C:8]([C:12]([O:14][CH2:15][CH3:16])=[O:13])[C:7]2=[O:17].C(=O)([O-])[O-].[K+].[K+].P(OCC)(OCC)(O[CH2:31][CH3:32])=O, predict the reaction product. The product is: [CH2:31]([N:10]1[C:11]2[C:6](=[CH:5][C:4]([O:18][CH3:19])=[C:3]([O:20][CH3:21])[C:2]=2[F:1])[C:7](=[O:17])[C:8]([C:12]([O:14][CH2:15][CH3:16])=[O:13])=[CH:9]1)[CH3:32]. (2) Given the reactants C([O:8][C:9]1[N:14]=[C:13]2[NH:15][CH:16]=[N:17][C:12]2=[CH:11][CH:10]=1)C1C=CC=CC=1.[Cl:18][C:19]1[C:20]([F:28])=[C:21](B(O)O)[CH:22]=[CH:23][CH:24]=1, predict the reaction product. The product is: [Cl:18][C:19]1[C:20]([F:28])=[C:21]([N:15]2[C:13]3=[N:14][C:9]([OH:8])=[CH:10][CH:11]=[C:12]3[N:17]=[CH:16]2)[CH:22]=[CH:23][CH:24]=1.